Task: Predict the reaction yield, written as a fraction of the theoretical maximum amount of product (1.0 means a 100% yield; for example, 0.34 means a 34% yield).. Dataset: Reaction yield outcomes from USPTO patents with 853,638 reactions (1) The reactants are [CH2:1]([O:3][C:4](=[O:28])[CH2:5][N:6]1[C:10]2[C:11]([CH:15]([CH2:18][CH3:19])[CH2:16][CH3:17])=[CH:12][CH:13]=[CH:14][C:9]=2[N:8](C(OC(C)(C)C)=O)[C:7]1=[O:27])[CH3:2].Cl.C(=O)([O-])O.[Na+]. The catalyst is C(OCC)(=O)C. The product is [CH2:16]([CH:15]([C:11]1[C:10]2[N:6]([CH2:5][C:4]([O:3][CH2:1][CH3:2])=[O:28])[C:7](=[O:27])[NH:8][C:9]=2[CH:14]=[CH:13][CH:12]=1)[CH2:18][CH3:19])[CH3:17]. The yield is 0.930. (2) No catalyst specified. The product is [F:1][C:2]1[CH:7]=[CH:6][C:5]([C:8]2[C:12]([C:13]3[N:14]=[CH:15][N:16]([C:22]4[CH:27]=[CH:26][C:25]([C:28]([F:31])([F:30])[F:29])=[CH:24][CH:23]=4)[CH:17]=3)=[C:11]([CH2:18][O:19][CH3:20])[O:10][N:9]=2)=[CH:4][CH:3]=1. The reactants are [F:1][C:2]1[CH:7]=[CH:6][C:5]([C:8]2[C:12]([C:13]3[N:14]=[CH:15][NH:16][CH:17]=3)=[C:11]([CH2:18][O:19][CH3:20])[O:10][N:9]=2)=[CH:4][CH:3]=1.F[C:22]1[CH:27]=[CH:26][C:25]([C:28]([F:31])([F:30])[F:29])=[CH:24][CH:23]=1. The yield is 0.570. (3) The reactants are N1C=CN=C1.Cl.Cl[CH2:8][CH2:9][CH2:10][CH:11]([C:17]1[CH:22]=[CH:21][CH:20]=[CH:19][C:18]=1[C:23]([F:26])([F:25])[F:24])[C:12](=[NH:16])OCC.Cl.Cl.[CH3:29][O:30][C:31]1[N:36]=[C:35](/[CH:37]=[CH:38]/[C:39]([NH:41][NH2:42])=O)[CH:34]=[CH:33][C:32]=1[N:43]1[CH:47]=[C:46]([CH3:48])[N:45]=[CH:44]1.Cl. The catalyst is CO. The product is [CH3:29][O:30][C:31]1[N:36]=[C:35](/[CH:37]=[CH:38]/[C:39]2[N:16]=[C:12]3[CH:11]([C:17]4[CH:22]=[CH:21][CH:20]=[CH:19][C:18]=4[C:23]([F:24])([F:25])[F:26])[CH2:10][CH2:9][CH2:8][N:42]3[N:41]=2)[CH:34]=[CH:33][C:32]=1[N:43]1[CH:47]=[C:46]([CH3:48])[N:45]=[CH:44]1. The yield is 0.860. (4) The reactants are [OH:1][C:2]1[CH:9]=[CH:8][C:5]([C:6]#[N:7])=[CH:4][CH:3]=1.[CH2:10](Br)[CH:11]=[CH2:12].C([O-])([O-])=O.[Cs+].[Cs+].O. The catalyst is CN(C=O)C. The product is [CH2:12]([O:1][C:2]1[CH:9]=[CH:8][C:5]([C:6]#[N:7])=[CH:4][CH:3]=1)[CH:11]=[CH2:10]. The yield is 1.00. (5) The reactants are [O:1]1[CH:5]=[CH:4][CH:3]=[C:2]1[C:6]1[N:10]([C:11]2[CH:16]=[CH:15][C:14]([O:17][CH3:18])=[CH:13][CH:12]=2)[N:9]=[C:8]([C:19]([O:21]C(C)(C)C)=[O:20])[CH:7]=1.FC(F)(F)C(O)=O. The catalyst is ClCCl. The product is [O:1]1[CH:5]=[CH:4][CH:3]=[C:2]1[C:6]1[N:10]([C:11]2[CH:12]=[CH:13][C:14]([O:17][CH3:18])=[CH:15][CH:16]=2)[N:9]=[C:8]([C:19]([OH:21])=[O:20])[CH:7]=1. The yield is 0.960. (6) The reactants are [NH2:1][C:2]1[CH:3]=[C:4]([CH:10]=[CH:11][CH:12]=1)[C:5]([O:7][CH2:8][CH3:9])=[O:6].[F:13][C:14]([F:27])([O:18][C:19]1[CH:20]=[C:21]([CH:24]=[CH:25][CH:26]=1)[CH:22]=O)[CH:15]([F:17])[F:16].C(O)(=O)C.[BH-](OC(C)=O)(OC(C)=O)OC(C)=O.[Na+]. The catalyst is ClC(Cl)C. The product is [F:13][C:14]([F:27])([O:18][C:19]1[CH:20]=[C:21]([CH2:22][NH:1][C:2]2[CH:3]=[C:4]([CH:10]=[CH:11][CH:12]=2)[C:5]([O:7][CH2:8][CH3:9])=[O:6])[CH:24]=[CH:25][CH:26]=1)[CH:15]([F:16])[F:17]. The yield is 0.980. (7) The reactants are N1C=CC=CC=1.Cl.[CH3:8][NH:9][O:10][CH3:11].[Br:12][C:13]1[CH:21]=[CH:20][C:16]([C:17](Cl)=[O:18])=[CH:15][CH:14]=1. The catalyst is C(Cl)Cl. The product is [Br:12][C:13]1[CH:21]=[CH:20][C:16]([C:17]([N:9]([CH3:8])[O:10][CH3:11])=[O:18])=[CH:15][CH:14]=1. The yield is 0.740.